From a dataset of NCI-60 drug combinations with 297,098 pairs across 59 cell lines. Regression. Given two drug SMILES strings and cell line genomic features, predict the synergy score measuring deviation from expected non-interaction effect. (1) Drug 1: CC1=C(C(CCC1)(C)C)C=CC(=CC=CC(=CC(=O)O)C)C. Drug 2: C1=NNC2=C1C(=O)NC=N2. Cell line: UACC-257. Synergy scores: CSS=4.11, Synergy_ZIP=-0.809, Synergy_Bliss=0.228, Synergy_Loewe=-0.619, Synergy_HSA=-0.942. (2) Drug 1: C1=CN(C=N1)CC(O)(P(=O)(O)O)P(=O)(O)O. Drug 2: CC1C(C(CC(O1)OC2CC(OC(C2O)C)OC3=CC4=CC5=C(C(=O)C(C(C5)C(C(=O)C(C(C)O)O)OC)OC6CC(C(C(O6)C)O)OC7CC(C(C(O7)C)O)OC8CC(C(C(O8)C)O)(C)O)C(=C4C(=C3C)O)O)O)O. Cell line: MALME-3M. Synergy scores: CSS=29.6, Synergy_ZIP=4.62, Synergy_Bliss=5.48, Synergy_Loewe=-11.3, Synergy_HSA=-1.22. (3) Drug 1: CCC1(C2=C(COC1=O)C(=O)N3CC4=CC5=C(C=CC(=C5CN(C)C)O)N=C4C3=C2)O.Cl. Drug 2: C(CCl)NC(=O)N(CCCl)N=O. Cell line: A498. Synergy scores: CSS=20.1, Synergy_ZIP=-4.00, Synergy_Bliss=1.56, Synergy_Loewe=-12.5, Synergy_HSA=0.167.